This data is from Catalyst prediction with 721,799 reactions and 888 catalyst types from USPTO. The task is: Predict which catalyst facilitates the given reaction. (1) Reactant: C(OC([NH:8][CH2:9][C:10]1[C:11]([CH2:35][C:36]([CH3:39])([CH3:38])[CH3:37])=[N:12][C:13]([CH3:34])=[C:14]([C:26]=1[C:27]1[CH:32]=[CH:31][C:30]([CH3:33])=[CH:29][CH:28]=1)[C:15]([O:17][CH2:18][C:19]1[O:20][C:21](=[O:25])[O:22][C:23]=1[CH3:24])=[O:16])=O)(C)(C)C.C(OC(=O)C)C.[ClH:46]. Product: [ClH:46].[ClH:46].[NH2:8][CH2:9][C:10]1[C:11]([CH2:35][C:36]([CH3:39])([CH3:38])[CH3:37])=[N:12][C:13]([CH3:34])=[C:14]([C:26]=1[C:27]1[CH:28]=[CH:29][C:30]([CH3:33])=[CH:31][CH:32]=1)[C:15]([O:17][CH2:18][C:19]1[O:20][C:21](=[O:25])[O:22][C:23]=1[CH3:24])=[O:16]. The catalyst class is: 13. (2) Reactant: C([O-])(=O)CCCC[CH2:6][C:7](C)([CH3:9])[CH3:8].[CH2:13]([C:15]1[CH:20]=[CH:19][C:18]([N:21]2[C:25](=[O:26])[CH:24]=[CH:23][C:22]2=[O:27])=[CH:17][CH:16]=1)[CH3:14].C=C(C)C. Product: [CH2:13]([C:15]1[CH:20]=[CH:19][C:18]([N:21]2[C:25](=[O:26])[CH:24]=[CH:23][C:22]2=[O:27])=[CH:17][CH:16]=1)[CH3:14].[CH2:6]=[C:7]([CH3:9])[CH3:8]. The catalyst class is: 11. (3) Reactant: CS([C:5]1[N:6]=[CH:7][C:8]2[CH2:14][N:13]([S:15]([CH3:18])(=[O:17])=[O:16])[CH2:12][CH2:11][C:9]=2[N:10]=1)(=O)=O.Cl.[NH:20]1[CH2:23][CH:22]([O:24][CH:25]([CH:27]2[CH2:32][CH2:31][N:30]([C:33]3[N:38]=[CH:37][C:36]([CH2:39][CH3:40])=[CH:35][N:34]=3)[CH2:29][CH2:28]2)[CH3:26])[CH2:21]1.C(N(C(C)C)C(C)C)C. Product: [CH2:39]([C:36]1[CH:37]=[N:38][C:33]([N:30]2[CH2:31][CH2:32][CH:27]([CH:25]([O:24][CH:22]3[CH2:21][N:20]([C:5]4[N:6]=[CH:7][C:8]5[CH2:14][N:13]([S:15]([CH3:18])(=[O:17])=[O:16])[CH2:12][CH2:11][C:9]=5[N:10]=4)[CH2:23]3)[CH3:26])[CH2:28][CH2:29]2)=[N:34][CH:35]=1)[CH3:40]. The catalyst class is: 16. (4) Product: [CH3:21][S:18]([C:15]1[CH:16]=[CH:17][C:12]([O:28][CH2:25][C:7]2[CH:8]=[CH:9][CH:10]=[C:5]([C:4]3[CH:3]=[C:2]([C:15]([S:18]([CH3:21])(=[O:20])=[O:19])([CH3:16])[CH3:14])[CH:17]=[C:12]4[C:31]=3[N:32]=[CH:34][CH:22]=[CH:13]4)[CH:6]=2)=[C:13]([C:22](=[O:24])[CH3:23])[CH:14]=1)(=[O:20])=[O:19]. Reactant: N1[C:10]2[C:5](=[CH:6][CH:7]=[CH:8][CH:9]=2)[CH:4]=[CH:3][CH:2]=1.O[C:12]1[CH:17]=[CH:16][C:15]([S:18]([CH3:21])(=[O:20])=[O:19])=[CH:14][C:13]=1[C:22](=[O:24])[CH3:23].[C:25]([O-:28])([O-])=O.[Cs+].[Cs+].[CH3:31][N:32]([CH:34]=O)C. The catalyst class is: 625. (5) Reactant: [OH:1][N:2]=[C:3]([C:5]1[CH:10]=[CH:9][CH:8]=[CH:7][N:6]=1)[NH2:4].[CH:11]12[CH2:16][CH:15]1[C:14](=O)[O:13][C:12]2=[O:18]. Product: [N:6]1[CH:7]=[CH:8][CH:9]=[CH:10][C:5]=1[C:3]1[N:4]=[C:14]([C@H:15]2[CH2:16][C@H:11]2[C:12]([OH:18])=[O:13])[O:1][N:2]=1. The catalyst class is: 9. (6) Reactant: [Br:1][C:2]1[N:7]=[C:6]([C:8]2([CH3:15])[NH:12][C:11](=[O:13])[NH:10][C:9]2=[O:14])[CH:5]=[CH:4][CH:3]=1.[CH3:16][C:17]([O:20][C:21](O[C:21]([O:20][C:17]([CH3:19])([CH3:18])[CH3:16])=[O:22])=[O:22])([CH3:19])[CH3:18]. Product: [C:17]([O:20][C:21]([N:10]1[C:9](=[O:14])[C:8]([C:6]2[CH:5]=[CH:4][CH:3]=[C:2]([Br:1])[N:7]=2)([CH3:15])[N:12]([C:21]([O:20][C:17]([CH3:19])([CH3:18])[CH3:16])=[O:22])[C:11]1=[O:13])=[O:22])([CH3:19])([CH3:18])[CH3:16]. The catalyst class is: 251. (7) Reactant: [OH:1][CH:2]([CH3:10])/[CH:3]=[CH:4]/[C:5]([O:7][CH2:8][CH3:9])=[O:6].N1C=CC=CC=1.[Cl:17][CH2:18][C:19](Cl)=[O:20]. Product: [Cl:17][CH2:18][C:19]([O:1][CH:2]([CH3:10])/[CH:3]=[CH:4]/[C:5]([O:7][CH2:8][CH3:9])=[O:6])=[O:20]. The catalyst class is: 251. (8) Reactant: [CH3:1][C:2]([CH3:32])([CH3:31])[CH2:3][N:4]1[C:12]2[C:7](=[N:8][C:9]([C:13]3[CH:14]4[CH2:20][CH2:19][CH:17]([CH:18]=3)[N:16](C3C=CC(OC)=CC=3)[CH2:15]4)=[CH:10][CH:11]=2)[N:6]([CH3:29])[C:5]1=[O:30].CC#N.OS(O)(=O)=O.I(O)(=O)(=O)=O. Product: [CH:17]12[CH2:19][CH2:20][CH:14]([C:13]([C:9]3[N:8]=[C:7]4[N:6]([CH3:29])[C:5](=[O:30])[N:4]([CH2:3][C:2]([CH3:31])([CH3:32])[CH3:1])[C:12]4=[CH:11][CH:10]=3)=[CH:18]1)[CH2:15][NH:16]2. The catalyst class is: 6. (9) Reactant: [C:1]([O:4][C@H:5]1[C@@H:10]([O:11][C:12](=[O:14])[CH3:13])[C@H:9]([O:15][C:16](=[O:18])[CH3:17])[C@@H:8]([CH2:19][O:20][C:21](=[O:23])[CH3:22])[O:7][C@@H:6]1[O:24][C:25]1[CH:30]=[CH:29][C:28]([C:31]2[CH:36]=[CH:35][C:34]([C:37]#[N:38])=[CH:33][CH:32]=2)=[CH:27][CH:26]=1)(=[O:3])[CH3:2].C[Si]([N:43]=[N+:44]=[N-:45])(C)C.C([Sn](=O)CCCC)CCC. Product: [C:1]([O:4][C@H:5]1[C@@H:10]([O:11][C:12](=[O:14])[CH3:13])[C@H:9]([O:15][C:16](=[O:18])[CH3:17])[C@@H:8]([CH2:19][O:20][C:21](=[O:23])[CH3:22])[O:7][C@@H:6]1[O:24][C:25]1[CH:26]=[CH:27][C:28]([C:31]2[CH:32]=[CH:33][C:34]([C:37]3[NH:45][N:44]=[N:43][N:38]=3)=[CH:35][CH:36]=2)=[CH:29][CH:30]=1)(=[O:3])[CH3:2]. The catalyst class is: 57. (10) Product: [CH3:5][C:6]1[CH:10]=[C:9]([NH:11][C:1](=[O:3])[CH3:2])[NH:8][N:7]=1. Reactant: [C:1](Cl)(=[O:3])[CH3:2].[CH3:5][C:6]1[CH:10]=[C:9]([NH2:11])[NH:8][N:7]=1.CN1CCOCC1.O. The catalyst class is: 2.